This data is from Catalyst prediction with 721,799 reactions and 888 catalyst types from USPTO. The task is: Predict which catalyst facilitates the given reaction. (1) Reactant: Br[C:2]1[C:10]2[N:9]3[C@H:11]([CH3:16])[CH2:12][NH:13][C:14](=[O:15])[C:8]3=[CH:7][C:6]=2[CH:5]=[C:4]([F:17])[CH:3]=1.[C:18](=O)([O-])[O-].[K+].[K+].CB1OB(C)OB(C)O1. Product: [F:17][C:4]1[CH:3]=[C:2]([CH3:18])[C:10]2[N:9]3[C@H:11]([CH3:16])[CH2:12][NH:13][C:14](=[O:15])[C:8]3=[CH:7][C:6]=2[CH:5]=1. The catalyst class is: 9. (2) Reactant: [CH3:1][O:2][C:3]1[CH:4]=[CH:5][C:6]2[O:10][C:9]([CH:11]=[O:12])=[CH:8][C:7]=2[CH:13]=1.[BH4-].[Na+]. Product: [CH3:1][O:2][C:3]1[CH:4]=[CH:5][C:6]2[O:10][C:9]([CH2:11][OH:12])=[CH:8][C:7]=2[CH:13]=1. The catalyst class is: 14.